Dataset: Reaction yield outcomes from USPTO patents with 853,638 reactions. Task: Predict the reaction yield, written as a fraction of the theoretical maximum amount of product (1.0 means a 100% yield; for example, 0.34 means a 34% yield). The reactants are [Cl:1][C:2]1[C:7]([O:8][CH:9]2[CH2:14][CH2:13][NH:12][CH2:11][CH2:10]2)=[C:6]([F:15])[CH:5]=[CH:4][C:3]=1[C@H:16]([O:18][C:19]1[CH:23]=[C:22]([N:24]2[C:28]3[CH:29]=[CH:30][C:31]([C:33]4[CH:34]=[N:35][N:36]([CH3:38])[CH:37]=4)=[CH:32][C:27]=3[N:26]=[CH:25]2)[S:21][C:20]=1[C:39]([NH2:41])=[O:40])[CH3:17].[CH:42]([S:44]([CH3:47])(=[O:46])=[O:45])=[CH2:43]. The product is [Cl:1][C:2]1[C:7]([O:8][CH:9]2[CH2:14][CH2:13][N:12]([CH2:43][CH2:42][S:44]([CH3:47])(=[O:46])=[O:45])[CH2:11][CH2:10]2)=[C:6]([F:15])[CH:5]=[CH:4][C:3]=1[C@H:16]([O:18][C:19]1[CH:23]=[C:22]([N:24]2[C:28]3[CH:29]=[CH:30][C:31]([C:33]4[CH:34]=[N:35][N:36]([CH3:38])[CH:37]=4)=[CH:32][C:27]=3[N:26]=[CH:25]2)[S:21][C:20]=1[C:39]([NH2:41])=[O:40])[CH3:17]. No catalyst specified. The yield is 0.790.